Dataset: Forward reaction prediction with 1.9M reactions from USPTO patents (1976-2016). Task: Predict the product of the given reaction. (1) Given the reactants O=C1C2C(=CC=CC=2)[C:4](=[O:11])[N:3]1[CH2:12][C:13]1[CH:20]=[C:19]([CH3:21])[C:16]([C:17]#[N:18])=[C:15]([O:22][CH3:23])[N:14]=1.O.NN.[CH3:27][C:28]([O:31]C(OC([O:31][C:28]([CH3:30])([CH3:29])[CH3:27])=O)=O)([CH3:30])[CH3:29], predict the reaction product. The product is: [C:17]([C:16]1[C:19]([CH3:21])=[CH:20][C:13]([CH2:12][NH:3][C:4](=[O:11])[O:31][C:28]([CH3:30])([CH3:29])[CH3:27])=[N:14][C:15]=1[O:22][CH3:23])#[N:18]. (2) Given the reactants [OH:1][C:2]1[CH:9]=[CH:8][C:5]([CH:6]=[O:7])=[CH:4][CH:3]=1.C(=O)([O-])[O-].[K+].[K+].[CH3:16][O:17][C:18](=[O:21])[CH2:19]Br, predict the reaction product. The product is: [CH:6]([C:5]1[CH:8]=[CH:9][C:2]([O:1][CH2:19][C:18]([O:17][CH3:16])=[O:21])=[CH:3][CH:4]=1)=[O:7]. (3) Given the reactants CC(OC(/N=N/C(OC(C)C)=O)=O)C.[CH2:15]([O:17][C:18]([C:20]1[CH2:25][C@H:24]([NH:26][C:27]([O:29][C:30]([CH3:33])([CH3:32])[CH3:31])=[O:28])[C@@H:23]([NH:34][C:35](=[O:37])[CH3:36])[C@H:22](O)[CH:21]=1)=[O:19])[CH3:16].CCN(CC)CC.CCCCCC.C(OCC)(=O)C, predict the reaction product. The product is: [C:35]([N:34]1[C@@H:22]2[C@H:23]1[C@@H:24]([NH:26][C:27]([O:29][C:30]([CH3:33])([CH3:32])[CH3:31])=[O:28])[CH2:25][C:20]([C:18]([O:17][CH2:15][CH3:16])=[O:19])=[CH:21]2)(=[O:37])[CH3:36]. (4) Given the reactants Br[C:2]1[C:3]([Cl:9])=[N:4][CH:5]=[C:6]([Br:8])[N:7]=1.[O:10]1[CH2:15][CH2:14][CH:13]([CH2:16][NH2:17])[CH2:12][CH2:11]1, predict the reaction product. The product is: [Br:8][C:6]1[N:7]=[C:2]([NH:17][CH2:16][CH:13]2[CH2:14][CH2:15][O:10][CH2:11][CH2:12]2)[C:3]([Cl:9])=[N:4][CH:5]=1. (5) Given the reactants C([O:3][C:4]([C:6]1[N:7]=[C:8]([Br:11])[S:9][CH:10]=1)=[O:5])C.[Li+].[OH-], predict the reaction product. The product is: [Br:11][C:8]1[S:9][CH:10]=[C:6]([C:4]([OH:5])=[O:3])[N:7]=1. (6) Given the reactants CO[CH:3]([O:6][CH3:7])[O:4][CH3:5].[C:8](=[O:10])=O.[CH3:11][C:12]([CH3:14])=O.[H-].[CH2:16]([Al+][CH2:16][CH:17]([CH3:19])[CH3:18])[CH:17]([CH3:19])[CH3:18].[Cl:25]CCl, predict the reaction product. The product is: [Cl:25][C:12]1[CH:14]=[CH:18][C:17]([CH:19]([CH2:7][O:6][CH2:3][O:4][CH3:5])[CH2:8][OH:10])=[CH:16][CH:11]=1. (7) The product is: [CH3:25][O:26][C:12]1[CH:13]=[CH:14][C:9]2[O:8][CH2:7][C:6](=[O:16])[N:5]([CH2:4][C@H:3]([CH3:17])[CH2:2][N:20]3[CH2:21][CH2:22][CH:7]([O:8][CH2:9][CH2:10][CH3:11])[CH2:24][CH2:23]3)[C:10]=2[CH:11]=1. Given the reactants I[CH2:2][CH:3]([CH3:17])[CH2:4][N:5]1[C:10]2[CH:11]=[C:12](C)[CH:13]=[CH:14][C:9]=2[O:8][CH2:7][C:6]1=[O:16].CC[N:20]([CH2:23][CH3:24])[CH2:21][CH3:22].[CH3:25][OH:26], predict the reaction product.